This data is from Full USPTO retrosynthesis dataset with 1.9M reactions from patents (1976-2016). The task is: Predict the reactants needed to synthesize the given product. (1) Given the product [O:13]1[C:12]2[CH:16]=[CH:17][C:9]([C:3]3[C:4]([O:8][CH2:25][CH:26]4[CH2:28][CH2:27]4)=[N:5][N:6]([CH3:7])[C:2]=3[NH2:1])=[CH:10][C:11]=2[O:15][CH2:14]1, predict the reactants needed to synthesize it. The reactants are: [NH2:1][C:2]1[N:6]([CH3:7])[N:5]=[C:4]([OH:8])[C:3]=1[C:9]1[CH:17]=[CH:16][C:12]2[O:13][CH2:14][O:15][C:11]=2[CH:10]=1.C(=O)([O-])[O-].[K+].[K+].Br[CH2:25][CH:26]1[CH2:28][CH2:27]1. (2) Given the product [CH2:15]([O:17][C:18]([C:20]1([CH2:34][O:14][C:11]2[CH:12]=[CH:13][C:8]([C:5]3[CH:4]=[CH:3][C:2]([F:1])=[CH:7][CH:6]=3)=[CH:9][CH:10]=2)[CH2:24][CH2:23][N:22]([C:25](=[O:33])[C:26]2[CH:27]=[CH:28][C:29]([Cl:32])=[CH:30][CH:31]=2)[CH2:21]1)=[O:19])[CH3:16], predict the reactants needed to synthesize it. The reactants are: [F:1][C:2]1[CH:7]=[CH:6][C:5]([C:8]2[CH:13]=[CH:12][C:11]([OH:14])=[CH:10][CH:9]=2)=[CH:4][CH:3]=1.[CH2:15]([O:17][C:18]([C:20]1([CH2:34]I)[CH2:24][CH2:23][N:22]([C:25](=[O:33])[C:26]2[CH:31]=[CH:30][C:29]([Cl:32])=[CH:28][CH:27]=2)[CH2:21]1)=[O:19])[CH3:16]. (3) Given the product [CH2:12]([NH:19][C:2]1[N:3]=[N:4][C:5]([Cl:11])=[CH:6][C:7]=1[C:8]([OH:10])=[O:9])[C:13]1[CH:18]=[CH:17][CH:16]=[CH:15][CH:14]=1, predict the reactants needed to synthesize it. The reactants are: Cl[C:2]1[N:3]=[N:4][C:5]([Cl:11])=[CH:6][C:7]=1[C:8]([OH:10])=[O:9].[CH2:12]([NH2:19])[C:13]1[CH:18]=[CH:17][CH:16]=[CH:15][CH:14]=1. (4) Given the product [ClH:25].[ClH:25].[C@H:28]1([CH2:38][N:39]2[CH2:44][CH2:43][CH:42]([NH:45][C:22]([C:16]3[NH:17][C:18]4[C:14]([CH:15]=3)=[C:13]([O:12][CH2:11][C:7]3[C:6]5[CH:5]=[CH:4][CH:3]=[C:2]([F:1])[C:10]=5[O:9][CH:8]=3)[CH:21]=[CH:20][CH:19]=4)=[O:24])[CH2:41][CH2:40]2)[C@@H:37]2[N:32]([CH2:33][CH2:34][CH2:35][CH2:36]2)[CH2:31][CH2:30][CH2:29]1, predict the reactants needed to synthesize it. The reactants are: [F:1][C:2]1[C:10]2[O:9][CH:8]=[C:7]([CH2:11][O:12][C:13]3[CH:21]=[CH:20][CH:19]=[C:18]4[C:14]=3[CH:15]=[C:16]([C:22]([OH:24])=O)[NH:17]4)[C:6]=2[CH:5]=[CH:4][CH:3]=1.[ClH:25].Cl.Cl.[C@H:28]1([CH2:38][N:39]2[CH2:44][CH2:43][CH:42]([NH2:45])[CH2:41][CH2:40]2)[C@@H:37]2[N:32]([CH2:33][CH2:34][CH2:35][CH2:36]2)[CH2:31][CH2:30][CH2:29]1. (5) Given the product [F:31][C:3]1[CH:4]=[C:5]2[C:9](=[CH:10][C:2]=1[NH:1][C:39](=[O:41])[CH3:40])[NH:8][C:7](=[O:11])[CH2:6]2, predict the reactants needed to synthesize it. The reactants are: [NH2:1][C:2]1[CH:10]=[C:9]2[C:5]([C:6](=CC3NC4CCN(CCN(CC)CC)C(=O)C=4C=3C)[C:7](=[O:11])[NH:8]2)=[CH:4][C:3]=1[F:31].C(N(CC)CC)C.[C:39](Cl)(=[O:41])[CH3:40]. (6) Given the product [CH:1]([CH:4]1[CH2:9][CH2:8][CH:7]([OH:10])[CH2:6][CH2:5]1)([CH3:3])[CH3:2], predict the reactants needed to synthesize it. The reactants are: [CH:1]([C:4]1[CH:9]=[CH:8][C:7]([OH:10])=[CH:6][CH:5]=1)([CH3:3])[CH3:2].[H][H]. (7) The reactants are: [CH2:1]([O:8][C:9]1[CH:16]=[CH:15][C:12]([CH:13]=O)=[CH:11][CH:10]=1)[C:2]1[CH:7]=[CH:6][CH:5]=[CH:4][CH:3]=1.[NH2:17][C:18]1[CH:19]=[C:20]([CH:25]2[CH2:30][CH2:29][N:28]([C:31]([O:33][C:34]([CH3:37])([CH3:36])[CH3:35])=[O:32])[CH2:27][CH2:26]2)[CH:21]=[N:22][C:23]=1[NH2:24].C(OI(C1C=CC=CC=1)OC(=O)C)(=O)C. Given the product [CH2:1]([O:8][C:9]1[CH:16]=[CH:15][C:12]([C:13]2[NH:24][C:23]3=[N:22][CH:21]=[C:20]([CH:25]4[CH2:30][CH2:29][N:28]([C:31]([O:33][C:34]([CH3:36])([CH3:35])[CH3:37])=[O:32])[CH2:27][CH2:26]4)[CH:19]=[C:18]3[N:17]=2)=[CH:11][CH:10]=1)[C:2]1[CH:7]=[CH:6][CH:5]=[CH:4][CH:3]=1, predict the reactants needed to synthesize it. (8) Given the product [CH3:1][O:2][CH2:3][NH:4][C:5]([C:7]1[CH:8]=[C:9]2[C:14](=[CH:15][CH:16]=1)[N:13]=[CH:12][N:11]=[C:10]2[NH:33][C:30]1[CH:29]=[CH:28][C:27]([S:24]([C:18]2[CH:23]=[CH:22][CH:21]=[CH:20][CH:19]=2)(=[O:26])=[O:25])=[CH:32][CH:31]=1)=[O:6], predict the reactants needed to synthesize it. The reactants are: [CH3:1][O:2][CH2:3][NH:4][C:5]([C:7]1[CH:8]=[C:9]2[C:14](=[CH:15][CH:16]=1)[N:13]=[CH:12][N:11]=[C:10]2Cl)=[O:6].[C:18]1([S:24]([C:27]2[CH:32]=[CH:31][C:30]([NH2:33])=[CH:29][CH:28]=2)(=[O:26])=[O:25])[CH:23]=[CH:22][CH:21]=[CH:20][CH:19]=1.C(=O)([O-])[O-].[Cs+].[Cs+]. (9) Given the product [CH2:1]([O:4][C:5]1[N:10]=[C:9]([C:26]2([CH:30]=[CH:31][CH:32]=[C:24]([CH3:23])[CH2:25]2)[C:27]([NH:21][NH2:22])=[O:28])[C:8]([F:12])=[CH:7][N:6]=1)[CH:2]=[CH2:3], predict the reactants needed to synthesize it. The reactants are: [CH2:1]([O:4][C:5]1[N:10]=[C:9](Cl)[C:8]([F:12])=[CH:7][N:6]=1)[CH:2]=[CH2:3].C(N(CC)CC)C.O.[NH2:21][NH2:22].[CH3:23][C:24]1[CH:25]=[C:26]([CH:30]=[CH:31][CH:32]=1)[C:27](Cl)=[O:28].